This data is from Forward reaction prediction with 1.9M reactions from USPTO patents (1976-2016). The task is: Predict the product of the given reaction. Given the reactants [O:1]=[C:2]1[NH:6][CH2:5][C@H:4]([CH2:7][CH2:8][CH3:9])[N:3]1[CH2:10][C:11]([NH:13][C:14]1[CH:19]=[C:18]([C:20]([F:23])([F:22])[F:21])[CH:17]=[CH:16][N:15]=1)=[O:12].Cl[C:25]1[N:30]=[CH:29][C:28]([F:31])=[CH:27][N:26]=1.CC1(C)C2C(=C(P(C3C=CC=CC=3)C3C=CC=CC=3)C=CC=2)OC2C(P(C3C=CC=CC=3)C3C=CC=CC=3)=CC=CC1=2.CC(C)([O-])C.[Na+].C(=O)([O-])O.[Na+], predict the reaction product. The product is: [F:31][C:28]1[CH:27]=[N:26][C:25]([N:6]2[CH2:5][C@H:4]([CH2:7][CH2:8][CH3:9])[N:3]([CH2:10][C:11]([NH:13][C:14]3[CH:19]=[C:18]([C:20]([F:23])([F:22])[F:21])[CH:17]=[CH:16][N:15]=3)=[O:12])[C:2]2=[O:1])=[N:30][CH:29]=1.